From a dataset of Reaction yield outcomes from USPTO patents with 853,638 reactions. Predict the reaction yield, written as a fraction of the theoretical maximum amount of product (1.0 means a 100% yield; for example, 0.34 means a 34% yield). (1) The product is [Cl:1][C:2]1[C:11]2[C:6](=[CH:7][CH:8]=[CH:9][CH:10]=2)[CH:5]=[CH:4][C:3]=1[S:12]([CH2:15][CH2:16][NH:17][CH2:18][C:19]1[S:35][CH:21]=[CH:22][CH:23]=1)(=[O:14])=[O:13]. The reactants are [Cl:1][C:2]1[C:11]2[C:6](=[CH:7][CH:8]=[CH:9][CH:10]=2)[CH:5]=[CH:4][C:3]=1[S:12]([CH2:15][CH2:16][NH:17][CH2:18][C:19]1O[CH:21]=[CH:22][CH:23]=1)(=[O:14])=[O:13].ClC1C2C(=CC=CC=2)C=CC=1[S:35]CCNCC1SC=CC=1. The yield is 0.680. No catalyst specified. (2) The reactants are [C:1]([O:5][C:6](=[O:13])[NH:7][CH2:8][CH2:9][CH2:10][NH:11][CH3:12])([CH3:4])([CH3:3])[CH3:2].[Cl:14][C:15]1[N:19]=[C:18](Cl)[S:17][N:16]=1.C(N(CC)CC)C. The catalyst is CS(C)=O.[Cl-].[Na+].O. The product is [C:1]([O:5][C:6](=[O:13])[NH:7][CH2:8][CH2:9][CH2:10][N:11]([C:18]1[S:17][N:16]=[C:15]([Cl:14])[N:19]=1)[CH3:12])([CH3:4])([CH3:3])[CH3:2]. The yield is 0.690. (3) The reactants are C[O:2][C:3](=O)[C:4]1[CH:9]=[CH:8][C:7]([NH:10][C:11]([C:13]2[CH:14]=[N:15][N:16]3[CH:21]=[CH:20][CH:19]=[N:18][C:17]=23)=[O:12])=[C:6]([O:22][CH3:23])[CH:5]=1.[OH-].[NH4+:26].N. The catalyst is C(#N)C.CS(C)=O. The product is [C:3]([C:4]1[CH:9]=[CH:8][C:7]([NH:10][C:11]([C:13]2[CH:14]=[N:15][N:16]3[CH:21]=[CH:20][CH:19]=[N:18][C:17]=23)=[O:12])=[C:6]([O:22][CH3:23])[CH:5]=1)(=[O:2])[NH2:26]. The yield is 0.350. (4) The reactants are Br[CH2:2][C:3]([NH:5][C:6]1[C:11]([N+:12]([O-:14])=[O:13])=[CH:10][CH:9]=[CH:8][C:7]=1[O:15][CH3:16])=[O:4].[NH:17]1[CH2:22][CH2:21][O:20][CH2:19][CH2:18]1. The catalyst is C1COCC1. The product is [CH3:16][O:15][C:7]1[CH:8]=[CH:9][CH:10]=[C:11]([N+:12]([O-:14])=[O:13])[C:6]=1[NH:5][C:3](=[O:4])[CH2:2][N:17]1[CH2:22][CH2:21][O:20][CH2:19][CH2:18]1. The yield is 0.750. (5) The reactants are Br[C:2]1[CH:6]=[CH:5][S:4][CH:3]=1.[C:7]([O:11][C:12]([CH3:15])([CH3:14])[CH3:13])(=[O:10])[NH:8][NH2:9].C(=O)([O-])[O-].[Cs+].[Cs+].OC1CN[C@H](C(O)=O)C1. The catalyst is CS(C)=O.[Cu]I. The product is [S:4]1[CH:5]=[CH:6][C:2]([N:8]([C:7]([O:11][C:12]([CH3:15])([CH3:14])[CH3:13])=[O:10])[NH2:9])=[CH:3]1. The yield is 0.270. (6) No catalyst specified. The reactants are [CH3:1][C:2]1[C:7]([N+:8]([O-:10])=[O:9])=[CH:6][CH:5]=[C:4]([CH3:11])[N:3]=1.[O:12]1CCOCC1. The yield is 0.374. The product is [CH3:1][C:2]1[N:3]=[C:4]([CH:11]=[O:12])[CH:5]=[CH:6][C:7]=1[N+:8]([O-:10])=[O:9]. (7) The reactants are [CH3:1][O:2][C:3]1[CH:4]=[C:5]([CH:14]=[CH:15][C:16]=1[N+:17]([O-])=O)[O:6][CH:7]1[CH2:12][CH2:11][N:10]([CH3:13])[CH2:9][CH2:8]1.[H][H]. The catalyst is C(O)C.[Pd]. The product is [CH3:1][O:2][C:3]1[CH:4]=[C:5]([O:6][CH:7]2[CH2:12][CH2:11][N:10]([CH3:13])[CH2:9][CH2:8]2)[CH:14]=[CH:15][C:16]=1[NH2:17]. The yield is 1.00.